From a dataset of Peptide-MHC class I binding affinity with 185,985 pairs from IEDB/IMGT. Regression. Given a peptide amino acid sequence and an MHC pseudo amino acid sequence, predict their binding affinity value. This is MHC class I binding data. (1) The peptide sequence is SSTDQQEWM. The MHC is HLA-B57:01 with pseudo-sequence HLA-B57:01. The binding affinity (normalized) is 0.0847. (2) The peptide sequence is MVASDVCKK. The MHC is HLA-A31:01 with pseudo-sequence HLA-A31:01. The binding affinity (normalized) is 0.314. (3) The peptide sequence is KVRGRLLAL. The MHC is HLA-B18:01 with pseudo-sequence HLA-B18:01. The binding affinity (normalized) is 0.0847. (4) The peptide sequence is TTWCDGKKF. The MHC is HLA-B58:01 with pseudo-sequence HLA-B58:01. The binding affinity (normalized) is 0.0847. (5) The peptide sequence is RMRRAEPAA. The MHC is HLA-A33:01 with pseudo-sequence HLA-A33:01. The binding affinity (normalized) is 0. (6) The peptide sequence is SVKEKDMTK. The MHC is HLA-B15:09 with pseudo-sequence HLA-B15:09. The binding affinity (normalized) is 0.0847. (7) The peptide sequence is EVATRFNTM. The MHC is HLA-A26:01 with pseudo-sequence HLA-A26:01. The binding affinity (normalized) is 0.898.